The task is: Predict the product of the given reaction.. This data is from Forward reaction prediction with 1.9M reactions from USPTO patents (1976-2016). (1) Given the reactants C(OC(=O)[N:7]([CH2:11][CH2:12][NH:13][C:14]([C:16]1[CH:36]=[CH:35][C:19]2[N:20]([CH3:34])[C:21]([NH:23][C:24]3[S:25][C:26]4[CH:32]=[C:31]([Cl:33])[CH:30]=[CH:29][C:27]=4[N:28]=3)=[N:22][C:18]=2[CH:17]=1)=[O:15])[CH2:8][CH2:9][F:10])(C)(C)C, predict the reaction product. The product is: [ClH:33].[ClH:33].[F:10][CH2:9][CH2:8][NH:7][CH2:11][CH2:12][NH:13][C:14]([C:16]1[CH:36]=[CH:35][C:19]2[N:20]([CH3:34])[C:21]([NH:23][C:24]3[S:25][C:26]4[CH:32]=[C:31]([Cl:33])[CH:30]=[CH:29][C:27]=4[N:28]=3)=[N:22][C:18]=2[CH:17]=1)=[O:15]. (2) The product is: [Cl:17][C:7]1[CH:8]=[C:9]2[C:4](=[CH:5][CH:6]=1)[N:3]([CH3:18])[C:2]([C:23]1[CH:24]=[CH:25][C:20]([F:19])=[CH:21][CH:22]=1)=[C:10]2[CH2:11][CH2:12][C:13]([O:15][CH3:16])=[O:14]. Given the reactants Br[C:2]1[N:3]([CH3:18])[C:4]2[C:9]([C:10]=1[CH2:11][CH2:12][C:13]([O:15][CH3:16])=[O:14])=[CH:8][C:7]([Cl:17])=[CH:6][CH:5]=2.[F:19][C:20]1[CH:25]=[CH:24][C:23](B(O)O)=[CH:22][CH:21]=1.C(=O)([O-])[O-].[K+].[K+], predict the reaction product.